From a dataset of CYP1A2 inhibition data for predicting drug metabolism from PubChem BioAssay. Regression/Classification. Given a drug SMILES string, predict its absorption, distribution, metabolism, or excretion properties. Task type varies by dataset: regression for continuous measurements (e.g., permeability, clearance, half-life) or binary classification for categorical outcomes (e.g., BBB penetration, CYP inhibition). Dataset: cyp1a2_veith. (1) The drug is Cc1ccc(NC2c3ncccc3C(=O)N2Cc2ccc(F)cc2)cc1. The result is 1 (inhibitor). (2) The result is 1 (inhibitor). The compound is COc1ccc(/C=N/n2c(C)nnc2C)c(OC)c1.